From a dataset of Reaction yield outcomes from USPTO patents with 853,638 reactions. Predict the reaction yield, written as a fraction of the theoretical maximum amount of product (1.0 means a 100% yield; for example, 0.34 means a 34% yield). (1) The reactants are [CH3:1][NH2:2].[CH2:3]([O:5][C:6]1[C:13]([CH:14]([CH3:16])[CH3:15])=[CH:12][CH:11]=[CH:10][C:7]=1[CH:8]=O)[CH3:4].[BH4-].[Na+]. No catalyst specified. The product is [CH2:3]([O:5][C:6]1[C:13]([CH:14]([CH3:16])[CH3:15])=[CH:12][CH:11]=[CH:10][C:7]=1[CH2:8][CH2:1][NH2:2])[CH3:4]. The yield is 0.940. (2) The reactants are [OH-].[Na+].[O:3]=[C:4]1[NH:13][C:12]2[C:7](=[CH:8][C:9]([C:14]3[CH:19]=[CH:18][C:17]([C:20]([F:23])([F:22])[F:21])=[CH:16][CH:15]=3)=[CH:10][CH:11]=2)[N:6]([CH2:24][C:25]([O:27]C)=[O:26])[CH2:5]1.Cl.O. The catalyst is CO. The product is [O:3]=[C:4]1[NH:13][C:12]2[C:7](=[CH:8][C:9]([C:14]3[CH:15]=[CH:16][C:17]([C:20]([F:23])([F:22])[F:21])=[CH:18][CH:19]=3)=[CH:10][CH:11]=2)[N:6]([CH2:24][C:25]([OH:27])=[O:26])[CH2:5]1. The yield is 0.850. (3) The reactants are [C:1]([NH:4][C:5]1[CH:10]=[CH:9][C:8]([C:11]([NH:13][C:14]2[CH:19]=[CH:18][CH:17]=[CH:16][C:15]=2[NH:20][C:21](=[O:31])[CH2:22][NH:23]C(OC(C)(C)C)=O)=[O:12])=[CH:7][CH:6]=1)(=[O:3])[CH3:2].C(O)(C(F)(F)F)=O. The catalyst is C(Cl)Cl. The product is [C:1]([NH:4][C:5]1[CH:6]=[CH:7][C:8]([C:11]([NH:13][C:14]2[CH:19]=[CH:18][CH:17]=[CH:16][C:15]=2[NH:20][C:21](=[O:31])[CH2:22][NH2:23])=[O:12])=[CH:9][CH:10]=1)(=[O:3])[CH3:2]. The yield is 0.770. (4) The reactants are [H-].[Na+].[CH2:3](P(=O)(OCC)OCC)[P:4](=[O:11])([O:8]CC)[O:5]CC.O. The catalyst is CC1C=CC=CC=1. The product is [PH:4](=[O:5])([O-:11])[O-:8].[C+4:3].[C+4:3].[C+4:3].[C+4:3].[C+4:3].[C+4:3].[C+4:3].[C+4:3].[C+4:3].[C+4:3].[C+4:3].[C+4:3].[C+4:3].[C+4:3].[C+4:3].[PH:4](=[O:5])([O-:11])[O-:8].[PH:4](=[O:5])([O-:11])[O-:8].[PH:4](=[O:5])([O-:11])[O-:8].[PH:4](=[O:5])([O-:11])[O-:8].[PH:4](=[O:5])([O-:11])[O-:8].[PH:4](=[O:5])([O-:11])[O-:8].[PH:4](=[O:5])([O-:11])[O-:8].[PH:4](=[O:5])([O-:11])[O-:8].[PH:4](=[O:5])([O-:11])[O-:8].[PH:4](=[O:5])([O-:11])[O-:8].[PH:4](=[O:5])([O-:11])[O-:8].[PH:4](=[O:5])([O-:11])[O-:8].[PH:4](=[O:5])([O-:11])[O-:8].[PH:4](=[O:5])([O-:11])[O-:8].[PH:4](=[O:5])([O-:11])[O-:8].[PH:4](=[O:5])([O-:11])[O-:8].[PH:4](=[O:5])([O-:11])[O-:8].[PH:4](=[O:5])([O-:11])[O-:8].[PH:4](=[O:5])([O-:11])[O-:8].[PH:4](=[O:5])([O-:11])[O-:8].[PH:4](=[O:5])([O-:11])[O-:8].[PH:4](=[O:5])([O-:11])[O-:8].[PH:4](=[O:5])([O-:11])[O-:8].[PH:4](=[O:5])([O-:11])[O-:8].[PH:4](=[O:5])([O-:11])[O-:8].[PH:4](=[O:5])([O-:11])[O-:8].[PH:4](=[O:5])([O-:11])[O-:8].[PH:4](=[O:5])([O-:11])[O-:8].[PH:4](=[O:5])([O-:11])[O-:8]. The yield is 0.861.